This data is from Catalyst prediction with 721,799 reactions and 888 catalyst types from USPTO. The task is: Predict which catalyst facilitates the given reaction. (1) Reactant: [C:1]([NH:4][C:5]1[S:9][C:8]2[C:10]([O:15][CH2:16][CH2:17][N:18]([CH2:21][CH3:22])[CH2:19][CH3:20])=[C:11](Br)[CH:12]=[CH:13][C:7]=2[C:6]=1[C:23]([O:25][CH2:26][CH3:27])=[O:24])(=[O:3])[CH3:2].[OH:28][C:29]1[CH:34]=[CH:33][C:32](B(O)O)=[CH:31][CH:30]=1.P([O-])([O-])([O-])=O.[K+].[K+].[K+]. Product: [C:1]([NH:4][C:5]1[S:9][C:8]2[C:10]([O:15][CH2:16][CH2:17][N:18]([CH2:21][CH3:22])[CH2:19][CH3:20])=[C:11]([C:32]3[CH:33]=[CH:34][C:29]([OH:28])=[CH:30][CH:31]=3)[CH:12]=[CH:13][C:7]=2[C:6]=1[C:23]([O:25][CH2:26][CH3:27])=[O:24])(=[O:3])[CH3:2]. The catalyst class is: 47. (2) Reactant: [C:1](=O)([O-])[O-].[K+].[K+].[CH3:7][O:8][C:9]1[CH:10]=[C:11]([CH2:17][C:18]([C:20]2[C:21]([O:32][CH3:33])=[C:22]3[C:27](=[CH:28][CH:29]=2)[O:26][C:25]([CH3:31])([CH3:30])[CH:24]=[CH:23]3)=[O:19])[CH:12]=[CH:13][C:14]=1[O:15][CH3:16].C=O. Product: [CH3:7][O:8][C:9]1[CH:10]=[C:11]([C:17](=[CH2:1])[C:18]([C:20]2[C:21]([O:32][CH3:33])=[C:22]3[C:27](=[CH:28][CH:29]=2)[O:26][C:25]([CH3:31])([CH3:30])[CH:24]=[CH:23]3)=[O:19])[CH:12]=[CH:13][C:14]=1[O:15][CH3:16]. The catalyst class is: 3. (3) Reactant: [NH2:1][CH2:2][C:3]1[CH:4]=[CH:5][C:6]2[S:11][C:10]3[N:12]=[CH:13][CH:14]=[N:15][C:9]=3[NH:8][C:7]=2[CH:16]=1.CO.[ClH:19]. Product: [ClH:19].[NH2:1][CH2:2][C:3]1[CH:4]=[CH:5][C:6]2[S:11][C:10]3[N:12]=[CH:13][CH:14]=[N:15][C:9]=3[NH:8][C:7]=2[CH:16]=1. The catalyst class is: 13.